From a dataset of Peptide-MHC class I binding affinity with 185,985 pairs from IEDB/IMGT. Regression. Given a peptide amino acid sequence and an MHC pseudo amino acid sequence, predict their binding affinity value. This is MHC class I binding data. (1) The MHC is HLA-A23:01 with pseudo-sequence HLA-A23:01. The binding affinity (normalized) is 0.0373. The peptide sequence is TVKSMILHEIL. (2) The peptide sequence is LTDVEKRIL. The MHC is HLA-A02:06 with pseudo-sequence HLA-A02:06. The binding affinity (normalized) is 0. (3) The MHC is HLA-C14:02 with pseudo-sequence HLA-C14:02. The peptide sequence is YVRTNGASY. The binding affinity (normalized) is 0.458.